From a dataset of Forward reaction prediction with 1.9M reactions from USPTO patents (1976-2016). Predict the product of the given reaction. (1) Given the reactants [NH2:1][C:2]1[CH:3]=[CH:4][CH:5]=[C:6]2[C:10]=1[C:9](=[O:11])[N:8]([C@@H:12]([C:19]1[CH:24]=[CH:23][C:22]([O:25][CH3:26])=[C:21]([O:27][CH2:28][CH3:29])[CH:20]=1)[CH2:13][C:14]([N:16]([CH3:18])[CH3:17])=[O:15])[CH2:7]2.[CH:30]1([C:33](Cl)=[O:34])[CH2:32][CH2:31]1.C(=O)([O-])O.[Na+].C(OCC)(=O)C, predict the reaction product. The product is: [CH:30]1([C:33]([NH:1][C:2]2[CH:3]=[CH:4][CH:5]=[C:6]3[C:10]=2[C:9](=[O:11])[N:8]([C@@H:12]([C:19]2[CH:24]=[CH:23][C:22]([O:25][CH3:26])=[C:21]([O:27][CH2:28][CH3:29])[CH:20]=2)[CH2:13][C:14]([N:16]([CH3:18])[CH3:17])=[O:15])[CH2:7]3)=[O:34])[CH2:32][CH2:31]1. (2) Given the reactants CC=CC[SiH:5]([O:9][CH2:10][CH3:11])OCC.C[SiH2]O[CH2:15][CH:16]([CH2:20]C=C)[CH2:17][CH:18]=C.[Mg].C[Si](OCC)(OCC)OCC.C(Cl)C=C, predict the reaction product. The product is: [CH3:15][C:16]([CH3:20])=[CH:17][CH2:18][CH2:11][CH2:10][O:9][SiH3:5]. (3) Given the reactants [CH2:1]([O:8][CH2:9][C:10]1[NH:11][CH:12]=[C:13]([C:15]([F:18])([F:17])[F:16])[N:14]=1)[C:2]1[CH:7]=[CH:6][CH:5]=[CH:4][CH:3]=1.C1C(=O)N([I:26])C(=O)C1, predict the reaction product. The product is: [CH2:1]([O:8][CH2:9][C:10]1[NH:11][C:12]([I:26])=[C:13]([C:15]([F:17])([F:18])[F:16])[N:14]=1)[C:2]1[CH:3]=[CH:4][CH:5]=[CH:6][CH:7]=1. (4) Given the reactants [C:1]1([S:7]([NH2:10])(=[O:9])=[O:8])[CH:6]=[CH:5][CH:4]=[CH:3][CH:2]=1.C1(S(Cl)(=O)=O)C=CC=CC=1.N.C([O:24][C:25](=[O:32])[C:26]([CH3:31])([CH3:30])[C:27](O)=[O:28])C.C1CCC(N=C=NC2CCCCC2)CC1, predict the reaction product. The product is: [CH3:30][C:26]([CH3:31])([C:27](=[O:28])[NH:10][S:7]([C:1]1[CH:6]=[CH:5][CH:4]=[CH:3][CH:2]=1)(=[O:9])=[O:8])[C:25]([OH:32])=[O:24]. (5) Given the reactants Br[C:2]1[CH:12]=[CH:11][C:5]2[O:6][C:7]([F:10])([F:9])[O:8][C:4]=2[CH:3]=1.B(O)(O)[C:14]1[CH:19]=[CH:18][C:17]([NH:20][C:21]([O:23][C:24]([CH3:27])([CH3:26])[CH3:25])=[O:22])=[C:16]([F:28])[CH:15]=1.C(=O)([O-])[O-].[Na+].[Na+], predict the reaction product. The product is: [F:9][C:7]1([F:10])[O:6][C:5]2[CH:11]=[CH:12][C:2]([C:14]3[CH:19]=[CH:18][C:17]([NH:20][C:21](=[O:22])[O:23][C:24]([CH3:25])([CH3:26])[CH3:27])=[C:16]([F:28])[CH:15]=3)=[CH:3][C:4]=2[O:8]1. (6) Given the reactants [Cl:1][C:2]1[CH:7]=[CH:6][C:5](B(O)O)=[CH:4][CH:3]=1.C(=O)([O-])[O-].[K+].[K+].Br[C:18]1[CH:26]=[C:25]2[C:21]([C:22]([NH:35][C:36](=[O:40])[CH2:37][CH2:38][CH3:39])=[N:23][N:24]2[CH2:27][O:28][CH2:29][CH2:30][Si:31]([CH3:34])([CH3:33])[CH3:32])=[CH:20][CH:19]=1, predict the reaction product. The product is: [Cl:1][C:2]1[CH:7]=[CH:6][C:5]([C:18]2[CH:26]=[C:25]3[C:21]([C:22]([NH:35][C:36](=[O:40])[CH2:37][CH2:38][CH3:39])=[N:23][N:24]3[CH2:27][O:28][CH2:29][CH2:30][Si:31]([CH3:34])([CH3:32])[CH3:33])=[CH:20][CH:19]=2)=[CH:4][CH:3]=1.